Task: Predict the product of the given reaction.. Dataset: Forward reaction prediction with 1.9M reactions from USPTO patents (1976-2016) (1) Given the reactants [F:1][C:2]1[CH:23]=[CH:22][C:5]([C:6]([N:8]([C:15]2[CH:20]=[CH:19][CH:18]=[CH:17][C:16]=2[OH:21])C2C=CC=CC=2)=O)=[CH:4][C:3]=1[N+:24]([O-:26])=[O:25].O.C1(C)C=CC(S(O)(=O)=O)=CC=1, predict the reaction product. The product is: [F:1][C:2]1[CH:23]=[CH:22][C:5]([C:6]2[O:21][C:16]3[CH:17]=[CH:18][CH:19]=[CH:20][C:15]=3[N:8]=2)=[CH:4][C:3]=1[N+:24]([O-:26])=[O:25]. (2) Given the reactants [Al](C)(C)C.C(O[C:8]([C:10]1[C:15]([NH:16][C:17]2[CH:18]=[N:19][CH:20]=[CH:21][CH:22]=2)=[CH:14][CH:13]=[C:12]([CH:23]2[CH2:25][CH2:24]2)[N:11]=1)=[O:9])C.[NH2:26][C:27]1[S:28][CH:29]=[C:30]([CH3:32])[N:31]=1, predict the reaction product. The product is: [CH3:32][C:30]1[N:31]=[C:27]([NH:26][C:8]([C:10]2[C:15]([NH:16][C:17]3[CH:18]=[N:19][CH:20]=[CH:21][CH:22]=3)=[CH:14][CH:13]=[C:12]([CH:23]3[CH2:24][CH2:25]3)[N:11]=2)=[O:9])[S:28][CH:29]=1.